Dataset: Reaction yield outcomes from USPTO patents with 853,638 reactions. Task: Predict the reaction yield, written as a fraction of the theoretical maximum amount of product (1.0 means a 100% yield; for example, 0.34 means a 34% yield). (1) The reactants are [F:1][C:2]1[CH:3]=[C:4]([CH:23]=[C:24]([F:26])[CH:25]=1)[C:5]([C:7]1[CH:8]=[C:9]2[C:13](=[CH:14][CH:15]=1)[NH:12][N:11]=[C:10]2[NH:16][C:17](=[O:22])[C:18]([F:21])([F:20])[F:19])=[O:6].Cl[C:28]([C:41]1[CH:46]=[CH:45][CH:44]=[CH:43][CH:42]=1)([C:35]1[CH:40]=[CH:39][CH:38]=[CH:37][CH:36]=1)[C:29]1[CH:34]=[CH:33][CH:32]=[CH:31][CH:30]=1.C(N(CC)CC)C. The catalyst is ClCCl. The product is [F:1][C:2]1[CH:3]=[C:4]([CH:23]=[C:24]([F:26])[CH:25]=1)[C:5]([C:7]1[CH:8]=[C:9]2[C:13](=[CH:14][CH:15]=1)[N:12]([C:28]([C:29]1[CH:34]=[CH:33][CH:32]=[CH:31][CH:30]=1)([C:41]1[CH:42]=[CH:43][CH:44]=[CH:45][CH:46]=1)[C:35]1[CH:36]=[CH:37][CH:38]=[CH:39][CH:40]=1)[N:11]=[C:10]2[NH:16][C:17](=[O:22])[C:18]([F:20])([F:21])[F:19])=[O:6]. The yield is 0.860. (2) The reactants are C(Cl)(=O)C(Cl)=O.CS(C)=O.[C:11]([O:15][C:16]([N:18]1[CH2:25][CH2:24][C:21]2([CH2:23][CH2:22]2)[CH:20]([OH:26])[CH2:19]1)=[O:17])([CH3:14])([CH3:13])[CH3:12].C(N(CC)CC)C. The catalyst is ClCCl.COC(C)(C)C. The product is [C:11]([O:15][C:16]([N:18]1[CH2:25][CH2:24][C:21]2([CH2:23][CH2:22]2)[C:20](=[O:26])[CH2:19]1)=[O:17])([CH3:14])([CH3:12])[CH3:13]. The yield is 0.890.